From a dataset of Full USPTO retrosynthesis dataset with 1.9M reactions from patents (1976-2016). Predict the reactants needed to synthesize the given product. (1) Given the product [O:20]1[CH:21]=[CH:22][CH:23]=[C:19]1[C:17]([C:16]1[CH:15]=[N:14][N:13]2[C:8]([C:4]3[CH:3]=[C:2]([NH:1][C:25](=[O:26])[O:27][CH:28]([CH3:30])[CH3:29])[CH:7]=[CH:6][CH:5]=3)=[CH:9][CH:10]=[N:11][C:12]=12)=[O:18], predict the reactants needed to synthesize it. The reactants are: [NH2:1][C:2]1[CH:3]=[C:4]([C:8]2[N:13]3[N:14]=[CH:15][C:16]([C:17]([C:19]4[O:20][CH:21]=[CH:22][CH:23]=4)=[O:18])=[C:12]3[N:11]=[CH:10][CH:9]=2)[CH:5]=[CH:6][CH:7]=1.Cl[C:25]([O:27][CH:28]([CH3:30])[CH3:29])=[O:26]. (2) The reactants are: [CH3:1][C:2]1[CH:7]=[C:6]([CH3:8])[N:5]=[C:4]([N:9]2[CH2:16][CH:15]3[CH:11]([CH2:12][NH:13][CH2:14]3)[CH2:10]2)[N:3]=1.[C:17]1([C:23]2[CH:27]=[CH:26][S:25][C:24]=2[C:28](O)=[O:29])[CH:22]=[CH:21][CH:20]=[CH:19][CH:18]=1.CN(C(ON1N=NC2C=CC=NC1=2)=[N+](C)C)C.F[P-](F)(F)(F)(F)F.CCN(C(C)C)C(C)C. Given the product [CH3:1][C:2]1[CH:7]=[C:6]([CH3:8])[N:5]=[C:4]([N:9]2[CH2:16][CH:15]3[CH:11]([CH2:12][N:13]([C:28]([C:24]4[S:25][CH:26]=[CH:27][C:23]=4[C:17]4[CH:18]=[CH:19][CH:20]=[CH:21][CH:22]=4)=[O:29])[CH2:14]3)[CH2:10]2)[N:3]=1, predict the reactants needed to synthesize it. (3) Given the product [NH:20]1[CH2:21][CH2:22][CH2:23][CH:24]2[CH2:25][N:17]([C:4]3[C:5]4[CH2:12][CH2:11][CH2:10][C:9]5[CH:13]=[CH:14][CH:15]=[CH:16][C:8]=5[C:6]=4[N:7]=[C:2]([NH2:1])[N:3]=3)[CH2:18][CH:19]12, predict the reactants needed to synthesize it. The reactants are: [NH2:1][C:2]1[N:3]=[C:4]([N:17]2[CH2:25][CH:24]3[CH:19]([N:20](C(OC(C)(C)C)=O)[CH2:21][CH2:22][CH2:23]3)[CH2:18]2)[C:5]2[CH2:12][CH2:11][CH2:10][C:9]3[CH:13]=[CH:14][CH:15]=[CH:16][C:8]=3[C:6]=2[N:7]=1.FC(F)(F)C(O)=O. (4) The reactants are: [F:1][C:2]1[CH:7]=[CH:6][C:5]([O:8][CH3:9])=[C:4]([N+:10]([O-])=O)[CH:3]=1. Given the product [F:1][C:2]1[CH:7]=[CH:6][C:5]([O:8][CH3:9])=[C:4]([NH2:10])[CH:3]=1, predict the reactants needed to synthesize it. (5) Given the product [NH2:17][C@H:10]1[CH2:11][CH2:12][C:13]([F:16])([F:15])[CH2:14][C@H:9]1[OH:8], predict the reactants needed to synthesize it. The reactants are: C([O:8][C@H:9]1[CH2:14][C:13]([F:16])([F:15])[CH2:12][CH2:11][C@H:10]1[NH:17][C@H](C1C=CC=CC=1)C)C1C=CC=CC=1. (6) The reactants are: Br[C:2]1[C:3]([Cl:9])=[N:4][C:5]([Cl:8])=[N:6][CH:7]=1.C([Mg]Cl)(C)C.[Br:15][C:16]1[N:21]=[C:20]([CH:22]=[O:23])[CH:19]=[CH:18][CH:17]=1. Given the product [Br:15][C:16]1[N:21]=[C:20]([CH:22]([C:2]2[C:3]([Cl:9])=[N:4][C:5]([Cl:8])=[N:6][CH:7]=2)[OH:23])[CH:19]=[CH:18][CH:17]=1, predict the reactants needed to synthesize it.